Dataset: Reaction yield outcomes from USPTO patents with 853,638 reactions. Task: Predict the reaction yield, written as a fraction of the theoretical maximum amount of product (1.0 means a 100% yield; for example, 0.34 means a 34% yield). The reactants are [Li+].CC([N-]C(C)C)C.[F:9][C:10]1[C:11]([C:16]#[N:17])=[N:12][CH:13]=[CH:14][CH:15]=1.[I:18]I. The product is [F:9][C:10]1[C:11]([C:16]#[N:17])=[N:12][CH:13]=[CH:14][C:15]=1[I:18]. The yield is 0.730. The catalyst is C1COCC1.